From a dataset of Forward reaction prediction with 1.9M reactions from USPTO patents (1976-2016). Predict the product of the given reaction. (1) Given the reactants ClCCl.[CH2:4]([OH:9])[CH2:5][C@@H:6]([OH:8])[CH3:7].[C:10]([Si:14](Cl)([C:21]1[CH:26]=[CH:25][CH:24]=[CH:23][CH:22]=1)[C:15]1[CH:20]=[CH:19][CH:18]=[CH:17][CH:16]=1)([CH3:13])([CH3:12])[CH3:11].[Cl-].[NH4+], predict the reaction product. The product is: [Si:14]([O:9][CH2:4][CH2:5][C@@H:6]([OH:8])[CH3:7])([C:10]([CH3:13])([CH3:12])[CH3:11])([C:21]1[CH:22]=[CH:23][CH:24]=[CH:25][CH:26]=1)[C:15]1[CH:20]=[CH:19][CH:18]=[CH:17][CH:16]=1. (2) Given the reactants [C:1]([O:6][C:7]1[CH:8]=[C:9]([CH:13]=[C:14]([O:16][C:17](=[O:21])[CH:18]([CH3:20])[CH3:19])[CH:15]=1)[C:10](O)=[O:11])(=[O:5])[CH:2]([CH3:4])[CH3:3].S(Cl)([Cl:24])=O, predict the reaction product. The product is: [C:1]([O:6][C:7]1[CH:8]=[C:9]([CH:13]=[C:14]([O:16][C:17](=[O:21])[CH:18]([CH3:20])[CH3:19])[CH:15]=1)[C:10]([Cl:24])=[O:11])(=[O:5])[CH:2]([CH3:4])[CH3:3]. (3) The product is: [I:25][C:4]1[CH:3]=[CH:2][C:1]([C@H:7]2[C@@H:12]([C:13]([O:15][CH2:16][CH3:17])=[O:14])[CH2:11][CH2:10][O:9][CH2:8]2)=[CH:6][CH:5]=1. Given the reactants [C:1]1([C@H:7]2[C@@H:12]([C:13]([O:15][CH2:16][CH3:17])=[O:14])[CH2:11][CH2:10][O:9][CH2:8]2)[CH:6]=[CH:5][CH:4]=[CH:3][CH:2]=1.S(=O)(=O)(O)O.II.[I:25]([O-])(=O)=O.[Na+].I([O-])(=O)(=O)=O.[Na+], predict the reaction product.